Dataset: Reaction yield outcomes from USPTO patents with 853,638 reactions. Task: Predict the reaction yield, written as a fraction of the theoretical maximum amount of product (1.0 means a 100% yield; for example, 0.34 means a 34% yield). (1) The reactants are [CH3:1][N:2]1[C:6]2([CH2:15][CH2:14][C:9]3(OCC[O:10]3)[CH2:8][CH2:7]2)[CH2:5][N:4]([CH3:16])[C:3]1=[O:17].Cl. The catalyst is C1COCC1. The product is [CH3:1][N:2]1[C:6]2([CH2:15][CH2:14][C:9](=[O:10])[CH2:8][CH2:7]2)[CH2:5][N:4]([CH3:16])[C:3]1=[O:17]. The yield is 0.660. (2) The reactants are [Cl:1][C:2]1[CH:31]=[CH:30][C:5]([CH2:6][NH:7][C:8]([C:10]2[C:19](=[O:20])[C:18]3[C:13](=[C:14](I)[CH:15]=[C:16]([CH2:21][N:22]4[CH2:27][CH2:26][O:25][CH2:24][CH2:23]4)[CH:17]=3)[N:12]([CH3:29])[CH:11]=2)=[O:9])=[CH:4][CH:3]=1.[CH3:32][C@@H:33]([OH:36])[C:34]#[CH:35].CN(C=O)C. The catalyst is N(CC)CC.Cl[Pd](Cl)([P](C1C=CC=CC=1)(C1C=CC=CC=1)C1C=CC=CC=1)[P](C1C=CC=CC=1)(C1C=CC=CC=1)C1C=CC=CC=1.[Cu]I. The product is [Cl:1][C:2]1[CH:31]=[CH:30][C:5]([CH2:6][NH:7][C:8]([C:10]2[C:19](=[O:20])[C:18]3[C:13](=[C:14]([C:35]#[C:34][C@@H:33]([OH:36])[CH3:32])[CH:15]=[C:16]([CH2:21][N:22]4[CH2:27][CH2:26][O:25][CH2:24][CH2:23]4)[CH:17]=3)[N:12]([CH3:29])[CH:11]=2)=[O:9])=[CH:4][CH:3]=1. The yield is 0.340. (3) The reactants are [Br:1][C:2]1[CH:11]=[N:10][C:9]2[N:8]([C:12](=[O:14])[CH3:13])[C@@H:7]([CH3:15])[CH2:6][N:5](S(C3C=CC(C)=CC=3)(=O)=O)[C:4]=2[CH:3]=1.S(=O)(=O)(O)O. No catalyst specified. The product is [Br:1][C:2]1[CH:11]=[N:10][C:9]2[N:8]([C:12](=[O:14])[CH3:13])[C@@H:7]([CH3:15])[CH2:6][NH:5][C:4]=2[CH:3]=1. The yield is 0.500. (4) The reactants are [N:1]([CH2:4][CH2:5][CH2:6][CH2:7][C:8]1[S:12][C:11]([NH:13][C:14](=[O:27])[CH2:15][C:16]2[CH:21]=[CH:20][CH:19]=[C:18]([O:22][C:23]([F:26])([F:25])[F:24])[CH:17]=2)=[N:10][N:9]=1)=[N+:2]=[N-:3].CCN(C(C)C)C(C)C.CC(O)=O.[C:41]([O:45][CH2:46][CH3:47])(=[O:44])[C:42]#[CH:43]. The yield is 0.810. The catalyst is C(Cl)Cl.[Cu]I. The product is [F:24][C:23]([F:26])([F:25])[O:22][C:18]1[CH:17]=[C:16]([CH2:15][C:14]([NH:13][C:11]2[S:12][C:8]([CH2:7][CH2:6][CH2:5][CH2:4][N:1]3[CH:43]=[C:42]([C:41]([O:45][CH2:46][CH3:47])=[O:44])[N:3]=[N:2]3)=[N:9][N:10]=2)=[O:27])[CH:21]=[CH:20][CH:19]=1. (5) The reactants are [OH:1][C:2]1[CH:7]=[CH:6][C:5]([C:8]([C:10]2[CH:15]=[CH:14][C:13]([OH:16])=[CH:12][CH:11]=2)=O)=[CH:4][CH:3]=1.[OH:17][CH2:18][CH2:19][O:20][CH2:21][CH2:22][O:23][C:24]1[CH:25]=[C:26]([C:30](=O)[CH2:31][CH2:32][CH2:33][CH3:34])[CH:27]=[CH:28][CH:29]=1. No catalyst specified. The product is [OH:17][CH2:18][CH2:19][O:20][CH2:21][CH2:22][O:23][C:24]1[CH:25]=[C:26]([C:30]([CH2:31][CH2:32][CH2:33][CH3:34])=[C:8]([C:10]2[CH:15]=[CH:14][C:13]([OH:16])=[CH:12][CH:11]=2)[C:5]2[CH:6]=[CH:7][C:2]([OH:1])=[CH:3][CH:4]=2)[CH:27]=[CH:28][CH:29]=1. The yield is 0.920.